Dataset: Forward reaction prediction with 1.9M reactions from USPTO patents (1976-2016). Task: Predict the product of the given reaction. (1) The product is: [O:1]=[C:2]1[CH2:3][C:4]([CH2:28][C:29]#[N:30])([N:6]2[CH:10]=[C:9]([C:11]3[CH:16]=[CH:15][N:14]=[C:13]4[N:17]([CH2:20][O:21][CH2:22][CH2:23][Si:24]([CH3:25])([CH3:27])[CH3:26])[CH:18]=[CH:19][C:12]=34)[CH:8]=[N:7]2)[CH2:5]1. Given the reactants [OH:1][CH:2]1[CH2:5][C:4]([CH2:28][C:29]#[N:30])([N:6]2[CH:10]=[C:9]([C:11]3[CH:16]=[CH:15][N:14]=[C:13]4[N:17]([CH2:20][O:21][CH2:22][CH2:23][Si:24]([CH3:27])([CH3:26])[CH3:25])[CH:18]=[CH:19][C:12]=34)[CH:8]=[N:7]2)[CH2:3]1.CC(OI1(OC(C)=O)(OC(C)=O)OC(=O)C2C=CC=CC1=2)=O.[OH-].[Na+], predict the reaction product. (2) Given the reactants [CH3:1][C:2]1[N:6]([C:7]([O:9][C:10]([CH3:13])([CH3:12])[CH3:11])=[O:8])[C:5]2[CH:14]=[C:15]([C:26]([O:28][CH3:29])=[O:27])[CH:16]=[C:17]([O:18]CC3C=CC=CC=3)[C:4]=2[N:3]=1, predict the reaction product. The product is: [OH:18][C:17]1[C:4]2[N:3]=[C:2]([CH3:1])[N:6]([C:7]([O:9][C:10]([CH3:12])([CH3:13])[CH3:11])=[O:8])[C:5]=2[CH:14]=[C:15]([C:26]([O:28][CH3:29])=[O:27])[CH:16]=1.